This data is from Antibody developability classification from SAbDab with 2,409 antibodies. The task is: Regression/Classification. Given an antibody's heavy chain and light chain sequences, predict its developability. TAP uses regression for 5 developability metrics; SAbDab uses binary classification. (1) The antibody is ['EVQLQQSGPELVKPGASVKISCKASGYTFTDYNMHWVKQSHGKSLEWVGYTYPYNGGIGYNQKFKSKATLTLDNSSRTAYMELRSLTSEDSAVYYCVRRGYRYDGAHFDYWGQGTTLTVSS', 'DIKMTQSPSSMYASLGERVTITCKASQGINSDLSWFQQKPGKSPKTLIYRANRLVDGVPSRFSGSGSGQDYSLTISSLEYEDMGIYYCLQYDEFPLTFGAGTKLELK']. Result: 0 (not developable). (2) The antibody is ['QVQLVQSGAEVKKPGSSVKVSCTTSGGTYINYAISWVRQAPGQGLEWVGGMSPISNTPKYAQKFQGRVTITADESTSTTYMELSSLRPEDTAVYYCARDLLKYCGGGNCHSLLVDPWGQGTLVTVSS', 'DIVMTQSPSTLSASVGDRVTISCRASQSISSWLAWYQQKPGRAPKLLIYKASSLETGVPSRFSGSGSGTEFTLTISSLQPDDFATYYCQHYNTYLFTFGPGTKVDLK']. Result: 0 (not developable).